This data is from Forward reaction prediction with 1.9M reactions from USPTO patents (1976-2016). The task is: Predict the product of the given reaction. (1) Given the reactants [Si]([O:8][CH2:9][C@@H:10]([N:14]([CH3:27])[C:15]([NH:17][CH2:18][C:19]1[CH:24]=[CH:23][CH:22]=[C:21]([F:25])[C:20]=1[Cl:26])=[O:16])[CH2:11][CH:12]=[CH2:13])(C(C)(C)C)(C)C.Cl, predict the reaction product. The product is: [Cl:26][C:20]1[C:21]([F:25])=[CH:22][CH:23]=[CH:24][C:19]=1[CH2:18][NH:17][C:15](=[O:16])[N:14]([C@@H:10]([CH2:11][CH:12]=[CH2:13])[CH2:9][OH:8])[CH3:27]. (2) Given the reactants [Br:1][C:2]1[CH:3]=[C:4]([N+:17]([O-:19])=[O:18])[C:5]([NH:13]C(=O)C)=[C:6]2[C:11]=1[CH2:10][N:9]([CH3:12])[CH2:8][CH2:7]2.[NH4+].[OH-], predict the reaction product. The product is: [Br:1][C:2]1[C:11]2[CH2:10][N:9]([CH3:12])[CH2:8][CH2:7][C:6]=2[C:5]([NH2:13])=[C:4]([N+:17]([O-:19])=[O:18])[CH:3]=1.